The task is: Predict the reactants needed to synthesize the given product.. This data is from Full USPTO retrosynthesis dataset with 1.9M reactions from patents (1976-2016). (1) Given the product [CH:1]1([C:7]2[CH:17]=[C:16]([C:18]([F:19])([F:20])[F:21])[CH:15]=[CH:14][C:8]=2[O:9][CH2:10][C:11]([OH:13])=[O:12])[CH2:6][CH2:5][CH2:4][CH2:3][CH2:2]1, predict the reactants needed to synthesize it. The reactants are: [CH:1]1([C:7]2[CH:17]=[C:16]([C:18]([F:21])([F:20])[F:19])[CH:15]=[CH:14][C:8]=2[O:9][CH2:10][C:11]([OH:13])=[O:12])[CH2:6][CH2:5][CH2:4][CH:3]=[CH:2]1. (2) Given the product [NH2:47][C:8]1[C:7]2[N:16]=[C:4]([CH2:1][CH2:2][CH3:3])[N:5]([CH2:17][CH2:18][CH2:19][CH:20]([N:27]([O:46][CH3:48])[C:26](=[O:44])[CH3:23])[CH3:21])[C:6]=2[C:15]2[N:14]=[CH:13][CH:12]=[CH:11][C:10]=2[N:9]=1, predict the reactants needed to synthesize it. The reactants are: [CH2:1]([C:4]1[N:5]([CH2:17][CH2:18][CH2:19][C:20](=O)[CH3:21])[C:6]2[C:15]3[N:14]=[CH:13][CH:12]=[CH:11][C:10]=3[N:9]=[CH:8][C:7]=2[N:16]=1)[CH2:2][CH3:3].[CH2:23]([C:26]1[N:27](CCCC=O)C2C3C=CC=CC=3N=CC=2N=1)CC.[OH-:44].[Na+].[OH-:46].[NH4+:47].[C:48]1(C)C=CC(S(Cl)(=O)=O)=CC=1.C1(S(Cl)(=O)=O)C=CC=CC=1. (3) Given the product [CH2:1]([O:3][C:4](=[O:17])[C:5]([C:12]([O:14][CH2:15][CH3:16])=[O:13])=[C:6]([C:8]([O:10][CH3:11])=[O:9])[CH:7]=[CH:21][N:22]([CH3:24])[CH3:23])[CH3:2], predict the reactants needed to synthesize it. The reactants are: [CH2:1]([O:3][C:4](=[O:17])[C:5]([C:12]([O:14][CH2:15][CH3:16])=[O:13])=[C:6]([C:8]([O:10][CH3:11])=[O:9])[CH3:7])[CH3:2].C(O[CH:21](OCC)[N:22]([CH3:24])[CH3:23])C.CN(C=O)C.